Dataset: Catalyst prediction with 721,799 reactions and 888 catalyst types from USPTO. Task: Predict which catalyst facilitates the given reaction. (1) Reactant: Cl[C:2]1[CH:3]=[CH:4][C:5]2[N:6]([C:8]([CH2:11][C:12]3[CH:13]=[C:14]4[C:19](=[CH:20][CH:21]=3)[N:18]=[CH:17][CH:16]=[CH:15]4)=[CH:9][N:10]=2)[N:7]=1.[F-].[K+].[CH:24]([NH2:28])([CH2:26][CH3:27])[CH3:25]. Product: [CH:24]([NH:28][C:2]1[CH:3]=[CH:4][C:5]2[N:6]([C:8]([CH2:11][C:12]3[CH:13]=[C:14]4[C:19](=[CH:20][CH:21]=3)[N:18]=[CH:17][CH:16]=[CH:15]4)=[CH:9][N:10]=2)[N:7]=1)([CH2:26][CH3:27])[CH3:25]. The catalyst class is: 296. (2) Reactant: [CH:1]1([C:4]([OH:6])=O)[CH2:3][CH2:2]1.CN(C(ON1N=NC2C1=CC=CC=2)=[N+](C)C)C.F[P-](F)(F)(F)(F)F.C(OC([N:38]1[CH2:44][C@@H:43]2[CH2:45][C@H:39]1[CH2:40][NH:41][CH2:42]2)=O)(C)(C)C.[Cl-].[NH4+]. Product: [CH:1]1([C:4]([N:41]2[CH2:40][C@@H:39]3[CH2:45][C@@H:43]([CH2:44][NH:38]3)[CH2:42]2)=[O:6])[CH2:3][CH2:2]1. The catalyst class is: 4. (3) Reactant: CN(C)C=O.S(Cl)([Cl:8])=O.[CH3:10][O:11][C:12]([C:14]1[CH:15]=[C:16]([CH:22]=[CH:23][CH:24]=1)[O:17][CH2:18][C:19](O)=[O:20])=[O:13]. Product: [Cl:8][C:19]([CH2:18][O:17][C:16]1[CH:15]=[C:14]([CH:24]=[CH:23][CH:22]=1)[C:12]([O:11][CH3:10])=[O:13])=[O:20]. The catalyst class is: 7. (4) Reactant: [CH2:1]([OH:9])[CH2:2][CH2:3][CH2:4][CH2:5][CH2:6][CH2:7][CH3:8].C([O-])(=[O:12])C.P([O-])([O-])([O-])=O. Product: [CH2:1]([OH:9])[CH2:2][CH2:3][CH2:4][CH2:5][CH2:6][CH2:7][CH3:8].[OH2:12]. The catalyst class is: 6.